Dataset: Forward reaction prediction with 1.9M reactions from USPTO patents (1976-2016). Task: Predict the product of the given reaction. (1) Given the reactants [F:1][C:2]1[CH:7]=[C:6]([F:8])[CH:5]=[CH:4][C:3]=1[CH2:9][C:10]1[CH:19]=[C:18]2[C:13]([C:14]([OH:26])=[C:15]([C:21](OCC)=[O:22])[C:16](=[O:20])[NH:17]2)=[N:12][CH:11]=1.[NH2:27][CH2:28][C:29]([CH3:33])([CH3:32])[CH2:30][OH:31], predict the reaction product. The product is: [F:1][C:2]1[CH:7]=[C:6]([F:8])[CH:5]=[CH:4][C:3]=1[CH2:9][C:10]1[CH:19]=[C:18]2[C:13]([C:14]([OH:26])=[C:15]([C:21]([NH:27][CH2:28][C:29]([CH3:33])([CH3:32])[CH2:30][OH:31])=[O:22])[C:16](=[O:20])[NH:17]2)=[N:12][CH:11]=1. (2) The product is: [CH3:1][O:2][C:3](=[O:19])[C:4]1[CH:9]=[CH:8][C:7]([N:10]2[CH:11]=[C:12]([CH3:13])[N:24]=[CH:15]2)=[C:6]([O:17][CH3:18])[CH:5]=1. Given the reactants [CH3:1][O:2][C:3](=[O:19])[C:4]1[CH:9]=[CH:8][C:7]([N:10]([CH:15]=O)[CH2:11][C:12](=O)[CH3:13])=[C:6]([O:17][CH3:18])[CH:5]=1.C([O-])(=O)C.[NH4+:24].N.C(OCC)(=O)C, predict the reaction product. (3) Given the reactants C([O:8][C:9]1[CH:14]=[CH:13][C:12]([S:15]([N:18]2[C:24](=[O:25])[C@:23]3([CH3:26])[C@H:19]2[CH2:20][CH2:21][CH2:22]3)(=[O:17])=[O:16])=[CH:11][CH:10]=1)C1C=CC=CC=1, predict the reaction product. The product is: [OH:8][C:9]1[CH:14]=[CH:13][C:12]([S:15]([N:18]2[C:24](=[O:25])[C@:23]3([CH3:26])[C@H:19]2[CH2:20][CH2:21][CH2:22]3)(=[O:17])=[O:16])=[CH:11][CH:10]=1. (4) Given the reactants [CH3:1][O:2][C:3]1[CH:8]=[CH:7][CH:6]=[CH:5][C:4]=1[N:9]1[CH2:14][CH2:13][NH:12][CH2:11][CH2:10]1.C(N(CC)CC)C.Cl[C:23]([O:25][CH2:26][CH3:27])=[O:24], predict the reaction product. The product is: [CH3:1][O:2][C:3]1[CH:8]=[CH:7][CH:6]=[CH:5][C:4]=1[N:9]1[CH2:14][CH2:13][N:12]([C:23]([O:25][CH2:26][CH3:27])=[O:24])[CH2:11][CH2:10]1. (5) Given the reactants [F:1][C:2]([C:5]1[N:9]2[C:10]3[CH:33]=[CH:32][C:31]([C:34]([F:37])([F:36])[F:35])=[CH:30][C:11]=3[C@@H:12]([C:21]3[CH:26]=[CH:25][CH:24]=[C:23]([O:27][CH3:28])[C:22]=3[CH3:29])[O:13][C@H:14]([CH2:15][C:16]([O:18][CH2:19][CH3:20])=[O:17])[C:8]2=[N:7][N:6]=1)([F:4])[CH3:3].CCCCCC, predict the reaction product. The product is: [F:4][C:2]([C:5]1[N:9]2[C:10]3[CH:33]=[CH:32][C:31]([C:34]([F:35])([F:36])[F:37])=[CH:30][C:11]=3[C@@H:12]([C:21]3[CH:26]=[CH:25][CH:24]=[C:23]([O:27][CH3:28])[C:22]=3[CH3:29])[O:13][C@H:14]([CH2:15][C:16]([O:18][CH2:19][CH3:20])=[O:17])[C:8]2=[N:7][N:6]=1)([F:1])[CH3:3].[F:4][C:2]([C:5]1[N:9]2[C:10]3[CH:33]=[CH:32][C:31]([C:34]([F:35])([F:36])[F:37])=[CH:30][C:11]=3[C@H:12]([C:21]3[CH:26]=[CH:25][CH:24]=[C:23]([O:27][CH3:28])[C:22]=3[CH3:29])[O:13][C@@H:14]([CH2:15][C:16]([O:18][CH2:19][CH3:20])=[O:17])[C:8]2=[N:7][N:6]=1)([F:1])[CH3:3]. (6) Given the reactants [CH2:1]([O:3][C:4](=[O:15])[C:5]([C:8]1[CH:13]=[CH:12][CH:11]=[C:10](Br)[CH:9]=1)([CH3:7])[CH3:6])[CH3:2].C(N(CC)CC)C.[CH3:23][Si:24]([C:27]#[CH:28])([CH3:26])[CH3:25].C(OCC)(=O)C, predict the reaction product. The product is: [CH2:1]([O:3][C:4](=[O:15])[C:5]([CH3:7])([C:8]1[CH:13]=[CH:12][CH:11]=[C:10]([C:28]#[C:27][Si:24]([CH3:26])([CH3:25])[CH3:23])[CH:9]=1)[CH3:6])[CH3:2]. (7) Given the reactants [N+:1]([C:4]1[N:5]=[CH:6][NH:7][CH:8]=1)([O-:3])=[O:2].Br[CH:10]([CH2:13][CH3:14])[CH2:11][CH3:12], predict the reaction product. The product is: [CH2:11]([CH:10]([N:7]1[CH:8]=[C:4]([N+:1]([O-:3])=[O:2])[N:5]=[CH:6]1)[CH2:13][CH3:14])[CH3:12].